This data is from Reaction yield outcomes from USPTO patents with 853,638 reactions. The task is: Predict the reaction yield, written as a fraction of the theoretical maximum amount of product (1.0 means a 100% yield; for example, 0.34 means a 34% yield). (1) The reactants are Cl[S:2]([C:5]1[CH:6]=[C:7]([CH:11]=[CH:12][CH:13]=1)[C:8]([OH:10])=[O:9])(=[O:4])=[O:3].[OH-].[NH4+:15]. No catalyst specified. The product is [NH2:15][S:2]([C:5]1[CH:6]=[C:7]([CH:11]=[CH:12][CH:13]=1)[C:8]([OH:10])=[O:9])(=[O:4])=[O:3]. The yield is 0.960. (2) The reactants are [Cl:1][C:2]1[CH:7]=[CH:6][C:5]([CH2:8][C@@H:9]([NH:33]C(=O)OC(C)(C)C)[C:10](=[O:32])[N:11]2[CH2:16][CH2:15][N:14]([C:17]3[C:22]([C:23]4[CH:28]=[CH:27][CH:26]=[CH:25][CH:24]=4)=[CH:21][N:20]=[C:19]4[NH:29][CH:30]=[CH:31][C:18]=34)[CH2:13][CH2:12]2)=[CH:4][CH:3]=1.C(O)(C(F)(F)F)=O.C1(N)C(F)=C(F)C(F)=C(N)C=1F.Cl.Cl. The catalyst is C(Cl)Cl. The product is [NH2:33][C@H:9]([CH2:8][C:5]1[CH:4]=[CH:3][C:2]([Cl:1])=[CH:7][CH:6]=1)[C:10]([N:11]1[CH2:16][CH2:15][N:14]([C:17]2[C:22]([C:23]3[CH:24]=[CH:25][CH:26]=[CH:27][CH:28]=3)=[CH:21][N:20]=[C:19]3[NH:29][CH:30]=[CH:31][C:18]=23)[CH2:13][CH2:12]1)=[O:32]. The yield is 0.790. (3) The reactants are [CH2:1]([N:8]1[CH2:12][CH:11]([CH3:13])[CH:10]([C:14]2[NH:19][C:18](=[O:20])[C:17]3=[CH:21][N:22]=[C:23](I)[N:16]3[N:15]=2)[CH2:9]1)[C:2]1[CH:7]=[CH:6][CH:5]=[CH:4][CH:3]=1.CC1(C)C(C)(C)OB([C:33]2[CH2:34][CH2:35][O:36][CH2:37][CH:38]=2)O1.P([O-])([O-])([O-])=O.[K+].[K+].[K+].N#N.CC1(C)C2C(=C(P(C3C=CC=CC=3)C3C=CC=CC=3)C=CC=2)OC2C(P(C3C=CC=CC=3)C3C=CC=CC=3)=CC=CC1=2. The catalyst is CN(C=O)C.C1C=CC(P(C2C=CC=CC=2)[C-]2C=CC=C2)=CC=1.C1C=CC(P(C2C=CC=CC=2)[C-]2C=CC=C2)=CC=1.Cl[Pd]Cl.[Fe+2]. The product is [CH2:1]([N:8]1[CH2:12][CH:11]([CH3:13])[CH:10]([C:14]2[NH:19][C:18](=[O:20])[C:17]3=[CH:21][N:22]=[C:23]([C:33]4[CH2:38][CH2:37][O:36][CH2:35][CH:34]=4)[N:16]3[N:15]=2)[CH2:9]1)[C:2]1[CH:7]=[CH:6][CH:5]=[CH:4][CH:3]=1. The yield is 0.550. (4) The reactants are [NH2:1][C:2]1[C:3]([C:21](OCC)=[O:22])=[N:4][C:5]([C:14]2[CH:19]=[CH:18][CH:17]=[C:16]([OH:20])[CH:15]=2)=[N:6][C:7]=1[NH:8][CH:9]1[CH2:13][CH2:12][CH2:11][CH2:10]1.[NH2:26]C1C(C(OCC)=O)=NC(Cl)=NC=1NC1CCCC1.[OH:45][C:46]1C=C(B(O)O)C=CC=1.P([O-])([O-])([O-])=O.[K+].[K+].[K+].C1(P(C2CCCCC2)C2C=CC=CC=2C2C(OC)=CC=CC=2OC)CCCCC1. The catalyst is O1CCCC1.O.C([O-])(=O)C.[Pd+2].C([O-])(=O)C. The product is [CH:9]1([N:8]2[C:46](=[O:45])[NH:1][C:2]3[C:7]2=[N:6][C:5]([C:14]2[CH:19]=[CH:18][CH:17]=[C:16]([OH:20])[CH:15]=2)=[N:4][C:3]=3[C:21]([NH2:26])=[O:22])[CH2:10][CH2:11][CH2:12][CH2:13]1. The yield is 0.300. (5) The reactants are Br[C:2]1[C:3]([C:8]#[N:9])=[N:4][N:5]([CH3:7])[CH:6]=1.[O:10]1[CH2:14][CH2:13][C@H:12]([N:15]2[C:23]3[CH2:22][CH2:21][N:20]([C:24](=[O:26])[CH3:25])[CH2:19][C:18]=3[C:17]([N:27]3[C:36]4[C:31](=[CH:32][C:33](B5OC(C)(C)C(C)(C)O5)=[CH:34][CH:35]=4)[CH2:30][CH2:29][CH2:28]3)=[N:16]2)[CH2:11]1.C([O-])([O-])=O.[Na+].[Na+].ClCCl. The catalyst is O1CCOCC1.O.C1C=CC(P(C2C=CC=CC=2)[C-]2C=CC=C2)=CC=1.C1C=CC(P(C2C=CC=CC=2)[C-]2C=CC=C2)=CC=1.Cl[Pd]Cl.[Fe+2]. The product is [C:24]([N:20]1[CH2:21][CH2:22][C:23]2[N:15]([C@H:12]3[CH2:13][CH2:14][O:10][CH2:11]3)[N:16]=[C:17]([N:27]3[C:36]4[C:31](=[CH:32][C:33]([C:2]5[C:3]([C:8]#[N:9])=[N:4][N:5]([CH3:7])[CH:6]=5)=[CH:34][CH:35]=4)[CH2:30][CH2:29][CH2:28]3)[C:18]=2[CH2:19]1)(=[O:26])[CH3:25]. The yield is 0.110. (6) The yield is 0.925. The product is [CH3:56][N:55]([CH3:57])[O:54][CH2:53][CH2:52][O:51][C@@H:39]1[C@H:38]([OH:58])[C@@H:37]([CH2:36][OH:35])[O:41][C@H:40]1[N:42]1[CH:49]=[C:48]([CH3:50])[C:46](=[O:47])[NH:45][C:43]1=[O:44]. The catalyst is C1COCC1.C(Cl)Cl. The reactants are F.F.F.C(N(CC)CC)C.C(N(CC)CC)C.[Si]([O:35][CH2:36][C@H:37]1[O:41][C@@H:40]([N:42]2[CH:49]=[C:48]([CH3:50])[C:46](=[O:47])[NH:45][C:43]2=[O:44])[C@H:39]([O:51][CH2:52][CH2:53][O:54][N:55]([CH3:57])[CH3:56])[C@@H:38]1[OH:58])(C(C)(C)C)(C1C=CC=CC=1)C1C=CC=CC=1.CO. (7) The reactants are [C:1]([C:4]1[CH:5]=[C:6]([CH:9]=[CH:10][CH:11]=1)[CH:7]=[O:8])([OH:3])=O.[C:12](C1NC=CN=1)([C:14]1[NH:15][CH:16]=[CH:17]N=1)=O.C(NCC)C.O. The catalyst is O1CCCC1. The product is [CH2:14]([N:15]([CH2:16][CH3:17])[C:1](=[O:3])[C:4]1[CH:11]=[CH:10][CH:9]=[C:6]([CH:7]=[O:8])[CH:5]=1)[CH3:12]. The yield is 0.680. (8) The reactants are [C:1]([C:5]1[CH:12]=[CH:11][C:8]([CH:9]=O)=[CH:7][CH:6]=1)([CH3:4])([CH3:3])[CH3:2].[Cl:13][C:14]1[CH:21]=[CH:20][C:17]([CH2:18][NH2:19])=[CH:16][CH:15]=1.C(O)(=O)C.C([BH3-])#N.[Na+]. The catalyst is CO.O. The product is [C:1]([C:5]1[CH:12]=[CH:11][C:8]([CH2:9][NH:19][CH2:18][C:17]2[CH:20]=[CH:21][C:14]([Cl:13])=[CH:15][CH:16]=2)=[CH:7][CH:6]=1)([CH3:4])([CH3:3])[CH3:2]. The yield is 0.750.